From a dataset of Full USPTO retrosynthesis dataset with 1.9M reactions from patents (1976-2016). Predict the reactants needed to synthesize the given product. Given the product [C:1]1([O:4][CH:5]2[CH2:10][CH2:9][CH2:8][CH2:7][CH2:6]2)[CH:13]=[CH:12][CH:11]=[CH:16][CH:2]=1, predict the reactants needed to synthesize it. The reactants are: [C:1]([O:4][C:5]1[CH:10]=[CH:9][CH:8]=[CH:7][CH:6]=1)(=O)[CH3:2].[CH2:11]1[CH2:16]CC[CH2:13][CH2:12]1.C(OOC(C)(C)C)(C)(C)C.